Dataset: Buchwald-Hartwig C-N cross coupling reaction yields with 55,370 reactions. Task: Predict the reaction yield, written as a fraction of the theoretical maximum amount of product (1.0 means a 100% yield; for example, 0.34 means a 34% yield). (1) The reactants are COc1ccc(Br)cc1.Cc1ccc(N)cc1.O=S(=O)(O[Pd]1c2ccccc2-c2ccccc2N~1)C(F)(F)F.COc1ccc(OC)c(P(C(C)(C)C)C(C)(C)C)c1-c1c(C(C)C)cc(C(C)C)cc1C(C)C.CN(C)C(=NC(C)(C)C)N(C)C.c1ccc(CN(Cc2ccccc2)c2ccon2)cc1. No catalyst specified. The product is COc1ccc(Nc2ccc(C)cc2)cc1. The yield is 0.571. (2) The reactants are FC(F)(F)c1ccc(I)cc1.Cc1ccc(N)cc1.O=S(=O)(O[Pd]1c2ccccc2-c2ccccc2N~1)C(F)(F)F.COc1ccc(OC)c(P([C@]23C[C@H]4C[C@H](C[C@H](C4)C2)C3)[C@]23C[C@H]4C[C@H](C[C@H](C4)C2)C3)c1-c1c(C(C)C)cc(C(C)C)cc1C(C)C.CN1CCCN2CCCN=C12.Cc1ccno1. No catalyst specified. The product is Cc1ccc(Nc2ccc(C(F)(F)F)cc2)cc1. The yield is 0.471. (3) The reactants are FC(F)(F)c1ccc(Cl)cc1.Cc1ccc(N)cc1.O=S(=O)(O[Pd]1c2ccccc2-c2ccccc2N~1)C(F)(F)F.COc1ccc(OC)c(P([C@]23C[C@H]4C[C@H](C[C@H](C4)C2)C3)[C@]23C[C@H]4C[C@H](C[C@H](C4)C2)C3)c1-c1c(C(C)C)cc(C(C)C)cc1C(C)C.CN(C)C(=NC(C)(C)C)N(C)C.CCOC(=O)c1cc(C)on1. No catalyst specified. The product is Cc1ccc(Nc2ccc(C(F)(F)F)cc2)cc1. The yield is 0.127. (4) The reactants are Brc1ccccn1.Cc1ccc(N)cc1.O=S(=O)(O[Pd]1c2ccccc2-c2ccccc2N~1)C(F)(F)F.CC(C)c1cc(C(C)C)c(-c2ccccc2P(C2CCCCC2)C2CCCCC2)c(C(C)C)c1.CN(C)C(=NC(C)(C)C)N(C)C.Cc1ccno1. No catalyst specified. The product is Cc1ccc(Nc2ccccn2)cc1. The yield is 0.378. (5) The product is COc1ccc(Nc2ccc(C)cc2)cc1. The reactants are COc1ccc(Br)cc1.Cc1ccc(N)cc1.O=S(=O)(O[Pd]1c2ccccc2-c2ccccc2N~1)C(F)(F)F.COc1ccc(OC)c(P([C@]23C[C@H]4C[C@H](C[C@H](C4)C2)C3)[C@]23C[C@H]4C[C@H](C[C@H](C4)C2)C3)c1-c1c(C(C)C)cc(C(C)C)cc1C(C)C.CCN=P(N=P(N(C)C)(N(C)C)N(C)C)(N(C)C)N(C)C.Cc1cc(-c2ccccc2)on1. No catalyst specified. The yield is 0.421. (6) The reactants are Brc1cccnc1.Cc1ccc(N)cc1.O=S(=O)(O[Pd]1c2ccccc2-c2ccccc2N~1)C(F)(F)F.COc1ccc(OC)c(P([C@]23C[C@H]4C[C@H](C[C@H](C4)C2)C3)[C@]23C[C@H]4C[C@H](C[C@H](C4)C2)C3)c1-c1c(C(C)C)cc(C(C)C)cc1C(C)C.CN(C)C(=NC(C)(C)C)N(C)C.Cc1cc(C)on1. No catalyst specified. The product is Cc1ccc(Nc2cccnc2)cc1. The yield is 0.531. (7) The reactants are Ic1ccccn1.Cc1ccc(N)cc1.O=S(=O)(O[Pd]1c2ccccc2-c2ccccc2N~1)C(F)(F)F.CC(C)c1cc(C(C)C)c(-c2ccccc2P(C2CCCCC2)C2CCCCC2)c(C(C)C)c1.CN1CCCN2CCCN=C12.COC(=O)c1cc(-c2ccco2)on1. No catalyst specified. The product is Cc1ccc(Nc2ccccn2)cc1. The yield is 0.541.